Dataset: NCI-60 drug combinations with 297,098 pairs across 59 cell lines. Task: Regression. Given two drug SMILES strings and cell line genomic features, predict the synergy score measuring deviation from expected non-interaction effect. (1) Drug 1: C1=NC2=C(N1)C(=S)N=C(N2)N. Drug 2: C1C(C(OC1N2C=NC3=C2NC=NCC3O)CO)O. Cell line: A498. Synergy scores: CSS=22.4, Synergy_ZIP=0.0950, Synergy_Bliss=4.51, Synergy_Loewe=0.160, Synergy_HSA=3.21. (2) Drug 2: B(C(CC(C)C)NC(=O)C(CC1=CC=CC=C1)NC(=O)C2=NC=CN=C2)(O)O. Cell line: M14. Drug 1: COC1=C(C=C2C(=C1)N=CN=C2NC3=CC(=C(C=C3)F)Cl)OCCCN4CCOCC4. Synergy scores: CSS=12.7, Synergy_ZIP=-2.53, Synergy_Bliss=-1.11, Synergy_Loewe=0.567, Synergy_HSA=-0.0938. (3) Drug 1: C1CCN(CC1)CCOC2=CC=C(C=C2)C(=O)C3=C(SC4=C3C=CC(=C4)O)C5=CC=C(C=C5)O. Drug 2: CC(C)NC(=O)C1=CC=C(C=C1)CNNC.Cl. Cell line: K-562. Synergy scores: CSS=6.51, Synergy_ZIP=-4.86, Synergy_Bliss=-8.93, Synergy_Loewe=-12.9, Synergy_HSA=-12.8.